From a dataset of Full USPTO retrosynthesis dataset with 1.9M reactions from patents (1976-2016). Predict the reactants needed to synthesize the given product. (1) Given the product [O:9]=[C:6]1[CH2:7][CH2:8][CH:4]([C:1]([O:3][CH2:16][C:17]2[CH:22]=[CH:21][CH:20]=[CH:19][CH:18]=2)=[O:2])[CH2:5]1, predict the reactants needed to synthesize it. The reactants are: [C:1]([CH:4]1[CH2:8][CH2:7][C:6](=[O:9])[CH2:5]1)([OH:3])=[O:2].C(=O)([O-])[O-].[K+].[K+].[CH2:16](Br)[C:17]1[CH:22]=[CH:21][CH:20]=[CH:19][CH:18]=1.O. (2) The reactants are: [CH3:1][N:2]1[C:10]2[C:5](=[CH:6][C:7]([C:11]([F:14])([F:13])[F:12])=[CH:8][CH:9]=2)[C:4]([NH2:15])=[N:3]1.[C:16]([OH:20])(=[O:19])[CH:17]=O. Given the product [CH3:1][N:2]1[C:10]2[C:5](=[CH:6][C:7]([C:11]([F:12])([F:13])[F:14])=[CH:8][CH:9]=2)[C:4]([NH:15][CH2:17][C:16]([OH:20])=[O:19])=[N:3]1, predict the reactants needed to synthesize it. (3) Given the product [N:10]1([C:2]2[CH:9]=[CH:8][C:5]([C:6]#[N:7])=[CH:4][CH:3]=2)[CH2:15][CH2:14][O:13][CH2:12][CH2:11]1, predict the reactants needed to synthesize it. The reactants are: F[C:2]1[CH:9]=[CH:8][C:5]([C:6]#[N:7])=[CH:4][CH:3]=1.[NH:10]1[CH2:15][CH2:14][O:13][CH2:12][CH2:11]1.O. (4) Given the product [Br-:9].[NH2:1][C:2]1[CH:7]=[CH:6][C:5]([F:8])=[CH:4][N+:3]=1[CH:10]([C:11](=[O:17])[C:12]([O:14][CH2:15][CH3:16])=[O:13])[CH3:18], predict the reactants needed to synthesize it. The reactants are: [NH2:1][C:2]1[CH:7]=[CH:6][C:5]([F:8])=[CH:4][N:3]=1.[Br:9][CH:10]([CH3:18])[C:11](=[O:17])[C:12]([O:14][CH2:15][CH3:16])=[O:13]. (5) Given the product [C:1]([O:5][C:6]([NH:8][CH2:9][CH2:10][CH2:11][CH2:12][C@H:13]([NH:21][S:22](=[O:23])(=[O:24])[NH:31][C@@H:32]1[CH2:47][C:46]2=[CH:45][CH:44]=[C:43]([CH:49]=[CH:48]2)[O:42][CH2:41][CH2:40][CH2:39][CH2:38][O:37][CH2:36][C@H:35]([CH:50]([CH3:51])[CH3:52])[NH:34][C:33]1=[O:53])[C:14]([O:16][C:17]([CH3:18])([CH3:19])[CH3:20])=[O:15])=[O:7])([CH3:3])([CH3:2])[CH3:4], predict the reactants needed to synthesize it. The reactants are: [C:1]([O:5][C:6]([NH:8][CH2:9][CH2:10][CH2:11][CH2:12][C@H:13]([NH:21][S:22](N1CCOC1=O)(=[O:24])=[O:23])[C:14]([O:16][C:17]([CH3:20])([CH3:19])[CH3:18])=[O:15])=[O:7])([CH3:4])([CH3:3])[CH3:2].[NH2:31][C@@H:32]1[CH2:47][C:46]2=[CH:48][CH:49]=[C:43]([CH:44]=[CH:45]2)[O:42][CH2:41][CH2:40][CH2:39][CH2:38][O:37][CH2:36][C@H:35]([CH:50]([CH3:52])[CH3:51])[NH:34][C:33]1=[O:53].O1CCNC1. (6) The reactants are: [F:1][C:2]1[CH:3]=[C:4]([CH:17]=[CH:18][C:19]=1[CH2:20][N:21]1[CH2:26][CH2:25][N:24]([CH3:27])[CH2:23][CH2:22]1)[O:5][CH:6]1[CH2:9][N:8](C(OC(C)(C)C)=O)[CH2:7]1.C(O)(C(F)(F)F)=O. Given the product [NH:8]1[CH2:9][CH:6]([O:5][C:4]2[CH:17]=[CH:18][C:19]([CH2:20][N:21]3[CH2:22][CH2:23][N:24]([CH3:27])[CH2:25][CH2:26]3)=[C:2]([F:1])[CH:3]=2)[CH2:7]1, predict the reactants needed to synthesize it. (7) Given the product [Br:1][C:2]1[CH:3]=[C:4]([CH:8]([OH:13])[CH2:9][CH2:10][CH2:11][F:12])[CH:5]=[CH:6][CH:7]=1, predict the reactants needed to synthesize it. The reactants are: [Br:1][C:2]1[CH:3]=[C:4]([C:8](=[O:13])[CH2:9][CH2:10][CH2:11][F:12])[CH:5]=[CH:6][CH:7]=1.[BH4-].[Na+]. (8) Given the product [N:1]1([C:5]2[N:6]=[CH:7][N:8]=[C:9]([NH:12][C:13]3[CH:21]=[CH:20][C:16]([C:17]([OH:19])=[O:18])=[CH:15][CH:14]=3)[CH:10]=2)[CH2:4][CH2:3][CH2:2]1, predict the reactants needed to synthesize it. The reactants are: [N:1]1([C:5]2[CH:10]=[C:9](Cl)[N:8]=[CH:7][N:6]=2)[CH2:4][CH2:3][CH2:2]1.[NH2:12][C:13]1[CH:21]=[CH:20][C:16]([C:17]([OH:19])=[O:18])=[CH:15][CH:14]=1.Cl.O. (9) Given the product [CH:6]([C:5]1[CH:8]=[CH:9][C:2]([O:1][C:19]2[CH:26]=[CH:25][C:22]([C:23]#[N:24])=[C:21]([C:27]([F:28])([F:30])[F:29])[CH:20]=2)=[C:3]([O:10][CH3:11])[CH:4]=1)=[O:7], predict the reactants needed to synthesize it. The reactants are: [OH:1][C:2]1[CH:9]=[CH:8][C:5]([CH:6]=[O:7])=[CH:4][C:3]=1[O:10][CH3:11].C(=O)([O-])[O-].[Li+].[Li+].F[C:19]1[CH:26]=[CH:25][C:22]([C:23]#[N:24])=[C:21]([C:27]([F:30])([F:29])[F:28])[CH:20]=1.O. (10) Given the product [C:15]([O:19][C:20](=[O:39])[N:21]([CH2:28][C:29]1[CH:38]=[CH:37][C:32]2[O:33][CH2:34][CH2:35][O:36][C:31]=2[CH:30]=1)[CH:22]1[CH2:27][CH2:26][N:25]([CH2:13][CH2:12][N:3]2[C:4]3[C:9](=[CH:8][CH:7]=[CH:6][CH:5]=3)[CH:10]=[CH:11][C:2]2=[O:1])[CH2:24][CH2:23]1)([CH3:18])([CH3:16])[CH3:17], predict the reactants needed to synthesize it. The reactants are: [O:1]=[C:2]1[CH:11]=[CH:10][C:9]2[C:4](=[CH:5][CH:6]=[CH:7][CH:8]=2)[N:3]1[CH2:12][CH:13]=O.[C:15]([O:19][C:20](=[O:39])[N:21]([CH2:28][C:29]1[CH:38]=[CH:37][C:32]2[O:33][CH2:34][CH2:35][O:36][C:31]=2[CH:30]=1)[CH:22]1[CH2:27][CH2:26][NH:25][CH2:24][CH2:23]1)([CH3:18])([CH3:17])[CH3:16].C(O[BH-](OC(=O)C)OC(=O)C)(=O)C.[Na+].C(=O)([O-])O.[Na+].